From a dataset of Full USPTO retrosynthesis dataset with 1.9M reactions from patents (1976-2016). Predict the reactants needed to synthesize the given product. (1) Given the product [Cl:1][C:26]1[C:27]([N:31]2[CH2:35][CH2:34][C@@H:33]([NH:36][C:37](=[O:43])[O:38][C:39]([CH3:42])([CH3:41])[CH3:40])[CH2:32]2)=[CH:28][N:29]=[N:30][C:25]=1[Cl:2], predict the reactants needed to synthesize it. The reactants are: [ClH:1].[ClH:2].N[C@@H]1CCN(C2C=C(NCCOC)N=NC=2)C1.COCCN[C:25]1[N:30]=[N:29][CH:28]=[C:27]([N:31]2[CH2:35][CH2:34][C@@H:33]([NH:36][C:37](=[O:43])[O:38][C:39]([CH3:42])([CH3:41])[CH3:40])[CH2:32]2)[CH:26]=1.Cl. (2) Given the product [O:4]1[C:8]2=[C:9]([N:13]3[CH2:18][CH2:17][N:16]([CH2:19][CH2:20][C@H:21]4[CH2:26][CH2:25][C@H:24]([NH:27][C:34](=[O:35])[CH2:33][C:29]5([OH:28])[CH2:32][CH2:31][CH2:30]5)[CH2:23][CH2:22]4)[CH2:15][CH2:14]3)[N:10]=[CH:11][CH:12]=[C:7]2[CH2:6][CH2:5]1, predict the reactants needed to synthesize it. The reactants are: Cl.Cl.Cl.[O:4]1[C:8]2=[C:9]([N:13]3[CH2:18][CH2:17][N:16]([CH2:19][CH2:20][C@H:21]4[CH2:26][CH2:25][C@H:24]([NH2:27])[CH2:23][CH2:22]4)[CH2:15][CH2:14]3)[N:10]=[CH:11][CH:12]=[C:7]2[CH2:6][CH2:5]1.[OH:28][C:29]1([CH2:33][C:34](O)=[O:35])[CH2:32][CH2:31][CH2:30]1. (3) Given the product [NH2:17][C:13]1[C:12]([CH3:20])=[C:11]([CH2:8][CH2:7][C:6]([O:5][C:1]([CH3:4])([CH3:3])[CH3:2])=[O:9])[CH:16]=[CH:15][CH:14]=1, predict the reactants needed to synthesize it. The reactants are: [C:1]([O:5][C:6](=[O:9])[CH:7]=[CH2:8])([CH3:4])([CH3:3])[CH3:2].Br[C:11]1[CH:16]=[CH:15][CH:14]=[C:13]([N+:17]([O-])=O)[C:12]=1[CH3:20].C(N(CC)CC)C.C1(C)C=CC=CC=1P(C1C=CC=CC=1C)C1C=CC=CC=1C.[Cl-].[NH4+].